From a dataset of NCI-60 drug combinations with 297,098 pairs across 59 cell lines. Regression. Given two drug SMILES strings and cell line genomic features, predict the synergy score measuring deviation from expected non-interaction effect. (1) Drug 1: C1=NC2=C(N1)C(=S)N=CN2. Drug 2: COC1=NC(=NC2=C1N=CN2C3C(C(C(O3)CO)O)O)N. Cell line: SK-MEL-5. Synergy scores: CSS=0.575, Synergy_ZIP=1.26, Synergy_Bliss=2.40, Synergy_Loewe=-0.666, Synergy_HSA=-0.919. (2) Drug 1: CN(C)N=NC1=C(NC=N1)C(=O)N. Drug 2: C1CN(P(=O)(OC1)NCCCl)CCCl. Cell line: HCC-2998. Synergy scores: CSS=-0.784, Synergy_ZIP=1.18, Synergy_Bliss=0.681, Synergy_Loewe=-2.43, Synergy_HSA=-1.11. (3) Drug 1: C1CN1P(=S)(N2CC2)N3CC3. Drug 2: C#CCC(CC1=CN=C2C(=N1)C(=NC(=N2)N)N)C3=CC=C(C=C3)C(=O)NC(CCC(=O)O)C(=O)O. Cell line: MCF7. Synergy scores: CSS=17.4, Synergy_ZIP=-3.21, Synergy_Bliss=-4.54, Synergy_Loewe=-8.05, Synergy_HSA=-3.37.